Dataset: Full USPTO retrosynthesis dataset with 1.9M reactions from patents (1976-2016). Task: Predict the reactants needed to synthesize the given product. (1) Given the product [OH:12][C:13]1[CH:14]=[C:15]([CH2:20][C:21]([O:23][CH3:24])=[O:22])[CH:16]=[C:17]([OH:19])[C:18]=1[C@@H:3]1[CH2:32][C:30](=[O:31])[C@H:29]2[CH2:25][C@H:2]1[C:1]2([CH3:11])[CH3:6], predict the reactants needed to synthesize it. The reactants are: [C:1]1([CH3:11])[CH:6]=CC(S(O)(=O)=O)=[CH:3][CH:2]=1.[OH:12][C:13]1[CH:14]=[C:15]([CH2:20][C:21]([O:23][CH3:24])=[O:22])[CH:16]=[C:17]([OH:19])[CH:18]=1.[CH:25](Cl)(Cl)Cl.[CH3:29][C:30]([CH3:32])=[O:31]. (2) Given the product [N+:14](/[CH:17]=[C:3]1\[NH:4][C:5]2[CH:13]=[CH:12][CH:11]=[CH:10][C:6]=2[CH2:7][CH2:8][CH2:9]\1)([O-:16])=[O:15], predict the reactants needed to synthesize it. The reactants are: CS[C:3]1[CH2:9][CH2:8][CH2:7][C:6]2[CH:10]=[CH:11][CH:12]=[CH:13][C:5]=2[N:4]=1.[N+:14]([CH3:17])([O-:16])=[O:15]. (3) Given the product [CH2:1]([C:3]1[C:4]([C:23]([C:29]2[NH:33][C:32]3[CH:42]=[CH:43][C:44]([C:46]#[N:47])=[CH:45][C:31]=3[N:30]=2)([NH:55][CH3:54])[C:24]([F:25])([F:27])[F:26])=[C:5]2[C:9](=[C:10]([CH3:12])[CH:11]=1)[N:8]([S:13]([C:16]1[CH:17]=[CH:18][C:19]([CH3:20])=[CH:21][CH:22]=1)(=[O:14])=[O:15])[CH:7]=[CH:6]2)[CH3:2], predict the reactants needed to synthesize it. The reactants are: [CH2:1]([C:3]1[C:4]([C:23]([C:29]2[N:33](COCC[Si](C)(C)C)[C:32]3[CH:42]=[CH:43][C:44]([C:46]#[N:47])=[CH:45][C:31]=3[N:30]=2)(O)[C:24]([F:27])([F:26])[F:25])=[C:5]2[C:9](=[C:10]([CH3:12])[CH:11]=1)[N:8]([S:13]([C:16]1[CH:22]=[CH:21][C:19]([CH3:20])=[CH:18][CH:17]=1)(=[O:15])=[O:14])[CH:7]=[CH:6]2)[CH3:2].C(C1C(C(C2N(COCC[Si](C)(C)C)C3C=C(C#N)C=CC=3N=2)(O)C(F)(F)F)=C2C(=C(C)C=1)[N:55](S(C1C=CC(C)=CC=1)(=O)=O)[CH:54]=C2)C.CN. (4) Given the product [CH3:1][O:2][C:3]1([O:9][CH3:10])[CH2:8][CH2:7][CH2:6][N:5]([CH2:18][CH2:17][C:11]2[CH:16]=[CH:15][CH:14]=[CH:13][CH:12]=2)[CH2:4]1, predict the reactants needed to synthesize it. The reactants are: [CH3:1][O:2][C:3]1([O:9][CH3:10])[CH2:8][CH2:7][CH2:6][NH:5][CH2:4]1.[C:11]1([CH2:17][CH:18]=O)[CH:16]=[CH:15][CH:14]=[CH:13][CH:12]=1.[H][H]. (5) Given the product [OH:16][C:13]1[CH:14]=[CH:15][C:10]2[C:8](=[O:9])[C:5]3[C:4]([O:18][C:11]=2[C:12]=1[OH:19])=[CH:3][CH:2]=[CH:7][CH:6]=3, predict the reactants needed to synthesize it. The reactants are: C[C:2]1[CH:7]=[CH:6][C:5]([C:8]([C:10]2[CH:15]=[CH:14][C:13]([O:16]C)=[CH:12][C:11]=2[OH:18])=[O:9])=[CH:4][CH:3]=1.[OH-:19].[Na+].O.Cl. (6) Given the product [CH3:21][C@H:22]1[NH:23][C@@H:24]([CH3:28])[CH2:25][N:26]([CH2:2][CH2:3][N:4]2[C:8]3[CH:9]=[CH:10][CH:11]=[CH:12][C:7]=3[N:6]([C:13]3[CH:18]=[CH:17][CH:16]=[CH:15][CH:14]=3)[S:5]2(=[O:20])=[O:19])[CH2:27]1, predict the reactants needed to synthesize it. The reactants are: Br[CH2:2][CH2:3][N:4]1[C:8]2[CH:9]=[CH:10][CH:11]=[CH:12][C:7]=2[N:6]([C:13]2[CH:18]=[CH:17][CH:16]=[CH:15][CH:14]=2)[S:5]1(=[O:20])=[O:19].[CH3:21][C@H:22]1[CH2:27][NH:26][CH2:25][C@@H:24]([CH3:28])[NH:23]1. (7) Given the product [Cl:1][C:2]1[C:7]([Cl:8])=[CH:6][CH:5]=[CH:4][C:3]=1[S:9]([NH:12][C:13]1[C:22]([O:27][CH3:26])=[N:21][C:20]2[C:15](=[CH:16][C:17]([O:24][CH3:25])=[CH:18][CH:19]=2)[N:14]=1)(=[O:11])=[O:10], predict the reactants needed to synthesize it. The reactants are: [Cl:1][C:2]1[C:7]([Cl:8])=[CH:6][CH:5]=[CH:4][C:3]=1[S:9]([NH:12][C:13]1[C:22](Cl)=[N:21][C:20]2[C:15](=[CH:16][C:17]([O:24][CH3:25])=[CH:18][CH:19]=2)[N:14]=1)(=[O:11])=[O:10].[CH3:26][O-:27].[Na+].Cl.